Dataset: Full USPTO retrosynthesis dataset with 1.9M reactions from patents (1976-2016). Task: Predict the reactants needed to synthesize the given product. (1) Given the product [C:1]1([C:7]2[CH:15]=[CH:14][C:10]([C:11]([NH:26][NH:27][C:28]([NH2:30])=[S:29])=[O:12])=[CH:9][CH:8]=2)[CH:6]=[CH:5][CH:4]=[CH:3][CH:2]=1, predict the reactants needed to synthesize it. The reactants are: [C:1]1([C:7]2[CH:15]=[CH:14][C:10]([C:11](O)=[O:12])=[CH:9][CH:8]=2)[CH:6]=[CH:5][CH:4]=[CH:3][CH:2]=1.ON1C2C=CC=CC=2N=N1.[NH2:26][NH:27][C:28]([NH2:30])=[S:29].Cl.C(N=C=NCCCN(C)C)C. (2) The reactants are: C(OC(N[CH2:9][C:10]1[CH:11]=[C:12]([C:16]2[CH:21]=[C:20]([CH:22]=[CH2:23])[CH:19]=[C:18]([CH2:24][O:25][C:26]3[CH:31]=[CH:30][CH:29]=[CH:28][C:27]=3[CH2:32][C:33]([O:35]C(C)(C)C)=[O:34])[CH:17]=2)[CH:13]=[CH:14][CH:15]=1)=O)(C)(C)C.OS(O)(=O)=O.[NH4+:45].[OH-:46]. Given the product [NH2:45][CH2:9][C:10]1[CH:11]=[C:12]([C:16]2[CH:21]=[C:20]([CH:22]([OH:46])[CH3:23])[CH:19]=[C:18]([CH2:24][O:25][C:26]3[CH:31]=[CH:30][CH:29]=[CH:28][C:27]=3[CH2:32][C:33]([OH:35])=[O:34])[CH:17]=2)[CH:13]=[CH:14][CH:15]=1, predict the reactants needed to synthesize it.